This data is from Forward reaction prediction with 1.9M reactions from USPTO patents (1976-2016). The task is: Predict the product of the given reaction. (1) Given the reactants [CH3:1][C:2]1[CH:3]=[C:4]([CH3:19])[C:5]2[CH:6]=[CH:7][C:8]3[N:9]([CH:12]=[C:13]([C:15]([NH:17][NH2:18])=[O:16])[N:14]=3)[C:10]=2[N:11]=1.[CH:20](OC)(OC)OC, predict the reaction product. The product is: [CH3:1][C:2]1[CH:3]=[C:4]([CH3:19])[C:5]2[CH:6]=[CH:7][C:8]3[N:9]([CH:12]=[C:13]([C:15]4[O:16][CH:20]=[N:18][N:17]=4)[N:14]=3)[C:10]=2[N:11]=1. (2) Given the reactants C[O:2][C:3]([C:5]1[S:26][C:8]2[C:9]3[CH:10]=[CH:11][C:12]([C:16](=[O:25])[NH:17][CH2:18][C:19]4[CH:24]=[CH:23][CH:22]=[CH:21][CH:20]=4)=[CH:13][C:14]=3[S:15][C:7]=2[C:6]=1[O:27][CH2:28][C:29]([O:31]CC)=[O:30])=[O:4].O, predict the reaction product. The product is: [CH2:18]([NH:17][C:16]([C:12]1[CH:11]=[CH:10][C:9]2[C:8]3[S:26][C:5]([C:3]([OH:4])=[O:2])=[C:6]([O:27][CH2:28][C:29]([OH:31])=[O:30])[C:7]=3[S:15][C:14]=2[CH:13]=1)=[O:25])[C:19]1[CH:20]=[CH:21][CH:22]=[CH:23][CH:24]=1.